From a dataset of Forward reaction prediction with 1.9M reactions from USPTO patents (1976-2016). Predict the product of the given reaction. (1) Given the reactants O.C1(C)C=CC(S(O)(=O)=O)=CC=1.N[C:14]1[CH:19]=[CH:18][C:17]([C:20]2[CH:25]=[CH:24][C:23]([CH2:26][CH3:27])=[C:22]([CH:28]3[C:33](=[O:34])[C:32]([CH3:36])([CH3:35])[O:31][C:30]([CH3:38])([CH3:37])[C:29]3=[O:39])[CH:21]=2)=[CH:16][CH:15]=1.N([O-])=O.[Na+].[I-:44].[K+].C(=O)(O)[O-].[Na+], predict the reaction product. The product is: [I:44][C:14]1[CH:19]=[CH:18][C:17]([C:20]2[CH:25]=[CH:24][C:23]([CH2:26][CH3:27])=[C:22]([CH:28]3[C:33](=[O:34])[C:32]([CH3:36])([CH3:35])[O:31][C:30]([CH3:38])([CH3:37])[C:29]3=[O:39])[CH:21]=2)=[CH:16][CH:15]=1. (2) Given the reactants O[C@H:2]1[CH2:7][C@@H:6]([CH3:8])[S:5](=[O:10])(=[O:9])[C:4]2[S:11][CH:12]=[CH:13][C:3]1=2.C(P(CCCC)CCCC)CCC.[CH2:27]([NH:29][S:30]([C:33]1[CH:38]=[CH:37][CH:36]=[CH:35][C:34]=1[N+:39]([O-:41])=[O:40])(=[O:32])=[O:31])[CH3:28], predict the reaction product. The product is: [CH2:27]([N:29]([C@H:2]1[CH2:7][C@H:6]([CH3:8])[S:5](=[O:10])(=[O:9])[C:4]2[S:11][CH:12]=[CH:13][C:3]1=2)[S:30]([C:33]1[CH:38]=[CH:37][CH:36]=[CH:35][C:34]=1[N+:39]([O-:41])=[O:40])(=[O:31])=[O:32])[CH3:28]. (3) Given the reactants I[C:2]1[CH:7]=[CH:6][CH:5]=[CH:4][N:3]=1.C([O-])([O-])=O.[Cs+].[Cs+].[NH2:14][C:15]1[C:24]2[C:23](=[O:25])[N:22]([CH3:26])[CH:21]=[N:20][C:19]=2[CH:18]=[C:17]([C:27]2[CH:28]=[N:29][C:30]([C:33]([OH:36])([CH3:35])[CH3:34])=[CH:31][CH:32]=2)[N:16]=1, predict the reaction product. The product is: [OH:36][C:33]([C:30]1[N:29]=[CH:28][C:27]([C:17]2[N:16]=[C:15]([NH:14][C:2]3[CH:7]=[CH:6][CH:5]=[CH:4][N:3]=3)[C:24]3[C:23](=[O:25])[N:22]([CH3:26])[CH:21]=[N:20][C:19]=3[CH:18]=2)=[CH:32][CH:31]=1)([CH3:34])[CH3:35]. (4) The product is: [N+:20]([C:23]1[CH:24]=[CH:25][C:26]([N:29]2[C:16](=[O:18])[C:7]3[N:8]=[N:9][C:10]4[CH:11]=[CH:12][CH:13]=[CH:14][C:15]=4[C:6]=3[NH:30]2)=[CH:27][CH:28]=1)([O-:22])=[O:21]. Given the reactants S(Cl)(Cl)=O.O[C:6]1[C:15]2[C:10](=[CH:11][CH:12]=[CH:13][CH:14]=2)[N:9]=[N:8][C:7]=1[C:16]([O:18]C)=O.[N+:20]([C:23]1[CH:28]=[CH:27][C:26]([NH:29][NH2:30])=[CH:25][CH:24]=1)([O-:22])=[O:21], predict the reaction product. (5) Given the reactants [OH-].[Na+].CO.C[O:6][C:7](=[O:26])[C:8]1[CH:13]=[CH:12][C:11]([C:14]#[C:15]/[CH:16]=[CH:17]/[C:18]2[CH:23]=[CH:22][C:21]([CH:24]=[O:25])=[CH:20][CH:19]=2)=[CH:10][CH:9]=1.Cl, predict the reaction product. The product is: [CH:24]([C:21]1[CH:20]=[CH:19][C:18](/[CH:17]=[CH:16]/[C:15]#[C:14][C:11]2[CH:10]=[CH:9][C:8]([C:7]([OH:26])=[O:6])=[CH:13][CH:12]=2)=[CH:23][CH:22]=1)=[O:25].